Task: Predict the product of the given reaction.. Dataset: Forward reaction prediction with 1.9M reactions from USPTO patents (1976-2016) (1) Given the reactants [C:1]([O:5][C:6]([N:8]1[CH2:13][CH2:12][N:11]([C:14]2[CH:19]=[CH:18][C:17]([NH:20][C:21]3[C:26]([C:27](=[O:29])[NH2:28])=[C:25](Cl)[N:24]=[C:23]([S:31][CH3:32])[N:22]=3)=[CH:16][C:15]=2[CH3:33])[CH2:10][CH2:9]1)=[O:7])([CH3:4])([CH3:3])[CH3:2].O.[NH2:35][NH2:36], predict the reaction product. The product is: [C:27]([C:26]1[C:21]([NH:20][C:17]2[CH:18]=[CH:19][C:14]([N:11]3[CH2:12][CH2:13][N:8]([C:6]([O:5][C:1]([CH3:4])([CH3:3])[CH3:2])=[O:7])[CH2:9][CH2:10]3)=[C:15]([CH3:33])[CH:16]=2)=[N:22][C:23]([S:31][CH3:32])=[N:24][C:25]=1[NH:35][NH2:36])(=[O:29])[NH2:28]. (2) Given the reactants [O:1]=[C:2]1[CH2:7][CH2:6][N:5]([C:8]([O:10][C:11]([CH3:14])([CH3:13])[CH3:12])=[O:9])[CH2:4][CH2:3]1.P([O-])([O-])(O)=O.[Na+].[Na+].[Br:22]Br, predict the reaction product. The product is: [Br:22][CH:7]1[C:2](=[O:1])[CH2:3][CH2:4][N:5]([C:8]([O:10][C:11]([CH3:14])([CH3:13])[CH3:12])=[O:9])[CH2:6]1. (3) Given the reactants [NH2:1][C:2]1[CH:16]=[CH:15][CH:14]=[CH:13][C:3]=1[NH:4][C:5]1[S:6][C:7]([CH3:12])=[CH:8][C:9]=1[C:10]#[N:11].Cl.CC(C)=O.C.[CH3:23][N:24]1[CH2:29][CH2:28]N[CH2:26][CH2:25]1, predict the reaction product. The product is: [CH3:12][C:7]1[S:6][C:5]2[NH:4][C:3]3[CH:13]=[CH:14][CH:15]=[CH:16][C:2]=3[N:1]=[C:10]([N:11]3[CH2:28][CH2:29][N:24]([CH3:23])[CH2:25][CH2:26]3)[C:9]=2[CH:8]=1. (4) The product is: [F:38][C:37]([F:39])([F:40])[O:36][C:31]1[CH:32]=[CH:33][CH:34]=[CH:35][C:30]=1[C:28]1[N:29]=[C:17]([C:16]2[CH:20]=[CH:21][C:13]([N:7]3[CH2:8][CH2:9][CH2:10][CH2:11][CH2:12]3)=[C:14]([C:22]([F:25])([F:24])[F:23])[CH:15]=2)[O:19][N:27]=1. Given the reactants C(Cl)(=O)C(Cl)=O.[N:7]1([C:13]2[CH:21]=[CH:20][C:16]([C:17]([OH:19])=O)=[CH:15][C:14]=2[C:22]([F:25])([F:24])[F:23])[CH2:12][CH2:11][CH2:10][CH2:9][CH2:8]1.O[N:27]=[C:28]([C:30]1[CH:35]=[CH:34][CH:33]=[CH:32][C:31]=1[O:36][C:37]([F:40])([F:39])[F:38])[NH2:29].CCN(C(C)C)C(C)C, predict the reaction product. (5) Given the reactants [CH3:1][C:2]1[C:7]([N+:8]([O-:10])=[O:9])=[CH:6][C:5]([CH3:11])=[CH:4][C:3]=1[N+:12]([O-])=O, predict the reaction product. The product is: [CH3:1][C:2]1[C:7]([N+:8]([O-:10])=[O:9])=[CH:6][C:5]([CH3:11])=[CH:4][C:3]=1[NH2:12]. (6) The product is: [CH:15]1([C@:10]2([C:13]#[N:14])[CH2:11][CH2:12][N:8]([C:6]3[CH:5]=[CH:4][N:3]=[C:2]([NH:31][C:22]4[CH:23]=[C:24]([C:25]5[CH:30]=[CH:29][CH:28]=[CH:27][CH:26]=5)[N:20]([CH3:19])[N:21]=4)[CH:7]=3)[C:9]2=[O:18])[CH2:17][CH2:16]1. Given the reactants Br[C:2]1[CH:7]=[C:6]([N:8]2[CH2:12][CH2:11][C@:10]([CH:15]3[CH2:17][CH2:16]3)([C:13]#[N:14])[C:9]2=[O:18])[CH:5]=[CH:4][N:3]=1.[CH3:19][N:20]1[C:24]([C:25]2[CH:30]=[CH:29][CH:28]=[CH:27][CH:26]=2)=[CH:23][C:22]([NH2:31])=[N:21]1.C(=O)([O-])[O-].[K+].[K+].C1(P(C2CCCCC2)C2C(OC)=CC=C(OC)C=2C2C(C(C)C)=CC(C(C)C)=CC=2C(C)C)CCCCC1.C(=O)([O-])O.[Na+], predict the reaction product.